From a dataset of TCR-epitope binding with 47,182 pairs between 192 epitopes and 23,139 TCRs. Binary Classification. Given a T-cell receptor sequence (or CDR3 region) and an epitope sequence, predict whether binding occurs between them. The epitope is GLCTLVAML. The TCR CDR3 sequence is CSARGGTGNGYTF. Result: 1 (the TCR binds to the epitope).